Dataset: Reaction yield outcomes from USPTO patents with 853,638 reactions. Task: Predict the reaction yield, written as a fraction of the theoretical maximum amount of product (1.0 means a 100% yield; for example, 0.34 means a 34% yield). (1) The reactants are [Br:1][C:2]1[CH:7]=[CH:6][C:5]([C:8]([C:11]2[CH:15]=[CH:14][NH:13][N:12]=2)([CH3:10])[CH3:9])=[CH:4][CH:3]=1.[CH3:16][O:17][C:18]1[CH:25]=[CH:24][C:21]([CH2:22]Cl)=[CH:20][CH:19]=1.C(=O)([O-])[O-].[K+].[K+]. The catalyst is CC(C)=O. The product is [CH3:16][O:17][C:18]1[CH:25]=[CH:24][C:21]([CH2:22][N:13]2[CH:14]=[CH:15][C:11]([C:8]([C:5]3[CH:6]=[CH:7][C:2]([Br:1])=[CH:3][CH:4]=3)([CH3:10])[CH3:9])=[N:12]2)=[CH:20][CH:19]=1. The yield is 0.620. (2) The product is [C:27]([N:1]1[C:10]2[C:5](=[CH:6][CH:7]=[CH:8][CH:9]=2)[CH:4]=[CH:3][CH2:2]1)(=[O:29])[CH3:28]. The yield is 0.440. The catalyst is C(OCC)C.O. The reactants are [N:1]1[C:10]2[C:5](=[CH:6][CH:7]=[CH:8][CH:9]=2)[CH:4]=[CH:3][CH:2]=1.CC(C[AlH]CC(C)C)C.C1(C)C=CC=CC=1.[C:27](OC(=O)C)(=[O:29])[CH3:28]. (3) The reactants are CC([O-])(C)C.[K+].CC1C=CC(S([CH2:17][N+:18]#[C-])(=O)=O)=CC=1.[CH2:20]([O:27][C:28]1[CH:29]=[C:30]([CH:33]=[CH:34][C:35]=1[O:36][CH3:37])[CH:31]=O)[C:21]1[CH:26]=[CH:25][CH:24]=[CH:23][CH:22]=1.CO. The catalyst is C1COCC1.O. The product is [CH2:20]([O:27][C:28]1[CH:29]=[C:30]([CH2:31][C:17]#[N:18])[CH:33]=[CH:34][C:35]=1[O:36][CH3:37])[C:21]1[CH:26]=[CH:25][CH:24]=[CH:23][CH:22]=1. The yield is 0.480. (4) The reactants are CS(O[CH2:6][CH2:7][O:8][C:9]1[CH:14]=[CH:13][C:12]([N:15]2[CH2:20][CH2:19][N:18]([C:21]3[CH:22]=[CH:23][C:24]4[N:25]([C:27]([C:30]([F:33])([F:32])[F:31])=[N:28][N:29]=4)[N:26]=3)[CH2:17][CH2:16]2)=[CH:11][CH:10]=1)(=O)=O.[CH3:34][N:35]1[CH2:40][CH2:39][NH:38][CH2:37][C:36]1=[O:41].CCN(C(C)C)C(C)C.[I-].[Na+]. The catalyst is CC(N(C)C)=O. The product is [CH3:34][N:35]1[CH2:40][CH2:39][N:38]([CH2:6][CH2:7][O:8][C:9]2[CH:14]=[CH:13][C:12]([N:15]3[CH2:16][CH2:17][N:18]([C:21]4[CH:22]=[CH:23][C:24]5[N:25]([C:27]([C:30]([F:33])([F:31])[F:32])=[N:28][N:29]=5)[N:26]=4)[CH2:19][CH2:20]3)=[CH:11][CH:10]=2)[CH2:37][C:36]1=[O:41]. The yield is 0.141. (5) The yield is 0.970. The product is [CH3:17][O:18][C:19](=[O:29])[C:20]1[CH:25]=[CH:24][CH:23]=[C:22]([CH2:26][O:16][C:13]2[CH:12]=[CH:11][C:10]([C:3]3[CH:4]=[C:5]([F:9])[C:6]([F:8])=[CH:7][C:2]=3[F:1])=[CH:15][CH:14]=2)[C:21]=1[Br:28]. The reactants are [F:1][C:2]1[CH:7]=[C:6]([F:8])[C:5]([F:9])=[CH:4][C:3]=1[C:10]1[CH:15]=[CH:14][C:13]([OH:16])=[CH:12][CH:11]=1.[CH3:17][O:18][C:19](=[O:29])[C:20]1[CH:25]=[CH:24][CH:23]=[C:22]([CH2:26]Br)[C:21]=1[Br:28].C(=O)([O-])[O-].[K+].[K+]. The catalyst is CC(C)=O.C(OCC)(=O)C. (6) The reactants are Br[CH2:2][C:3]1[CH:10]=[CH:9][C:6]([C:7]#[N:8])=[CH:5][CH:4]=1.[CH3:11][C:12]([O:15][C:16]([NH:18][C:19]([O:21][C:22]([CH3:25])([CH3:24])[CH3:23])=[O:20])=[O:17])([CH3:14])[CH3:13].C(=O)([O-])[O-].[Cs+].[Cs+]. The catalyst is C1COCC1.[I-].[Li+]. The product is [C:22]([O:21][C:19]([N:18]([CH2:2][C:3]1[CH:10]=[CH:9][C:6]([C:7]#[N:8])=[CH:5][CH:4]=1)[C:16]([O:15][C:12]([CH3:14])([CH3:13])[CH3:11])=[O:17])=[O:20])([CH3:25])([CH3:24])[CH3:23]. The yield is 0.830.